Task: Predict the product of the given reaction.. Dataset: Forward reaction prediction with 1.9M reactions from USPTO patents (1976-2016) (1) The product is: [C:19](=[O:21])([O:22][CH2:23][CH3:24])[O:5][CH2:4][CH2:3][N:2]([C:12]([O:13][CH2:14][CH3:15])=[O:16])[CH3:1]. Given the reactants [CH3:1][NH:2][CH2:3][CH2:4][OH:5].N1C=CC=CC=1.[C:12](Cl)(=[O:16])[O:13][CH2:14][CH3:15].O.[C:19]([O:22][CH2:23][CH3:24])(=[O:21])C, predict the reaction product. (2) Given the reactants [N:1]1[CH:6]=[CH:5][C:4]([C:7]2[N:16]=[C:15]([C:17]([OH:19])=O)[C:14]3[C:9](=[CH:10][CH:11]=[CH:12][CH:13]=3)[N:8]=2)=[N:3][CH:2]=1.Cl.[OH:21][C:22]1[C:31]([CH3:32])=[CH:30][CH:29]=[C:28]2[C:23]=1[CH2:24][CH2:25][NH:26][CH2:27]2, predict the reaction product. The product is: [N:1]1[CH:6]=[CH:5][C:4]([C:7]2[N:16]=[C:15]([C:17]([N:26]3[CH2:25][CH2:24][C:23]4[C:28](=[CH:29][CH:30]=[C:31]([CH3:32])[C:22]=4[OH:21])[CH2:27]3)=[O:19])[C:14]3[C:9](=[CH:10][CH:11]=[CH:12][CH:13]=3)[N:8]=2)=[N:3][CH:2]=1.